This data is from Tyrosyl-DNA phosphodiesterase HTS with 341,365 compounds. The task is: Binary Classification. Given a drug SMILES string, predict its activity (active/inactive) in a high-throughput screening assay against a specified biological target. (1) The drug is Clc1ccc(C(=O)C2N3C(C4C2C(=O)N(C4=O)c2ccc(cc2)C)C=C(C=C3)C(=O)c2ccccc2)cc1. The result is 0 (inactive). (2) The drug is S1(=O)(=O)N(CCC(=O)N(CC)c2ccccc2)C(=O)c2c1cccc2. The result is 0 (inactive). (3) The drug is O1C(Cc2c(c3CN(CCc3nc2c2ccc(OC)cc2)CCC(C)C)C1)C. The result is 0 (inactive). (4) The drug is S(=O)(=O)(NC1=NCCC1)c1ccc(cc1)C. The result is 0 (inactive).